Task: Predict the reactants needed to synthesize the given product.. Dataset: Full USPTO retrosynthesis dataset with 1.9M reactions from patents (1976-2016) (1) Given the product [Br:1][C:2]1[S:6][C:5]([C:7]([CH3:18])([CH3:19])[C:8]([OH:10])=[O:9])=[CH:4][C:3]=1[CH3:20], predict the reactants needed to synthesize it. The reactants are: [Br:1][C:2]1[S:6][C:5]([C:7]([CH3:19])([CH3:18])[C:8]([O:10]CC2C=CC=CC=2)=[O:9])=[CH:4][C:3]=1[CH3:20].[OH-].[Na+]. (2) Given the product [C:14]([O:18][C:19]([N:21]1[CH2:26][CH2:25][C:24]2[CH:27]=[CH:28][S:29][C:23]=2[CH2:22]1)=[O:20])([CH3:17])([CH3:15])[CH3:16], predict the reactants needed to synthesize it. The reactants are: CC1C=CN=CC=1N1CCNC1=O.[C:14]([O:18][C:19]([N:21]1[CH2:26][CH2:25][C:24]2[CH:27]=[C:28](Br)[S:29][C:23]=2[CH2:22]1)=[O:20])([CH3:17])([CH3:16])[CH3:15].N[C@@H]1CCCC[C@H]1N.P([O-])([O-])([O-])=O.[K+].[K+].[K+]. (3) The reactants are: [CH2:1]([O:3][C:4]([CH:6]1[CH2:8][CH:7]1[CH:9]([C:11]1[CH:12]=[C:13]2[C:17](=[CH:18][CH:19]=1)[NH:16][CH:15]=[C:14]2[C:20]#[N:21])O)=[O:5])[CH3:2].FC(F)(F)C(O)=O.C([SiH](CC)CC)C. Given the product [CH2:1]([O:3][C:4]([CH:6]1[CH2:8][CH:7]1[CH2:9][C:11]1[CH:12]=[C:13]2[C:17](=[CH:18][CH:19]=1)[NH:16][CH:15]=[C:14]2[C:20]#[N:21])=[O:5])[CH3:2], predict the reactants needed to synthesize it. (4) The reactants are: [Br-].[CH2:2]([N+:9]1[CH:14]=[C:13]([CH2:15][OH:16])[CH:12]=[C:11]([C:17]2[CH:22]=[C:21]([CH2:23][O:24][CH2:25][O:26][CH3:27])[CH:20]=[C:19]([O:28][CH3:29])[N:18]=2)[CH:10]=1)[C:3]1[CH:8]=[CH:7][CH:6]=[CH:5][CH:4]=1.C(N(CC)CC)C.[H][H]. Given the product [CH2:2]([N:9]1[CH2:14][CH:13]([CH2:15][OH:16])[CH2:12][CH:11]([C:17]2[CH:22]=[C:21]([CH2:23][O:24][CH2:25][O:26][CH3:27])[CH:20]=[C:19]([O:28][CH3:29])[N:18]=2)[CH2:10]1)[C:3]1[CH:8]=[CH:7][CH:6]=[CH:5][CH:4]=1, predict the reactants needed to synthesize it. (5) Given the product [O:1]1[C:5]2[CH:6]=[CH:7][CH:8]=[CH:9][C:4]=2[N:3]=[C:2]1[NH:10][CH:11]1[CH2:16][CH2:15][N:14]([CH2:17][C:18]2[N:19]=[C:20]([C:24]3[CH:29]=[C:28]([CH3:30])[CH:27]=[CH:26][CH:25]=3)[NH:21][C:22]=2[CH3:23])[CH2:13][CH2:12]1, predict the reactants needed to synthesize it. The reactants are: [O:1]1[C:5]2[CH:6]=[CH:7][CH:8]=[CH:9][C:4]=2[N:3]=[C:2]1[NH:10][CH:11]1[CH2:16][CH2:15][N:14]([CH2:17][C:18]2[N:19]=[C:20]([C:24]3[CH:29]=[CH:28][CH:27]=[CH:26][CH:25]=3)[NH:21][C:22]=2[CH3:23])[CH2:13][CH2:12]1.[CH3:30]C1N=C(C2C=C(C)C=CC=2)NC=1C=O.CC1N=C(C2C=CC=CC=2)NC=1C=O. (6) Given the product [CH2:10]([N:14]([C:19]1[CH:24]=[CH:23][CH:22]=[C:21]([C:25]2[N:6]3[N:7]=[CH:8][C:4]([N+:1]([O-:3])=[O:2])=[C:5]3[N:9]=[CH:27][CH:26]=2)[CH:20]=1)[S:15]([CH3:18])(=[O:16])=[O:17])[CH2:11][CH2:12][CH3:13], predict the reactants needed to synthesize it. The reactants are: [N+:1]([C:4]1[CH:8]=[N:7][NH:6][C:5]=1[NH2:9])([O-:3])=[O:2].[CH2:10]([N:14]([C:19]1[CH:24]=[CH:23][CH:22]=[C:21]([C:25](=O)[CH:26]=[CH:27]N(C)C)[CH:20]=1)[S:15]([CH3:18])(=[O:17])=[O:16])[CH2:11][CH2:12][CH3:13].C(OCC)(=O)C. (7) Given the product [Cl:1][C:2]1[CH:3]=[CH:4][C:5]([O:34][CH:35]([F:37])[F:36])=[C:6]([C:8]2[C:12]([NH:13][C:14]([C:16]3[CH:17]=[N:18][N:19]4[CH:24]=[CH:23][CH:22]=[N:21][C:20]=34)=[O:15])=[CH:11][N:10]([CH2:25][CH2:26][N:27]([CH2:48][C:44]3[CH:43]=[N:42][CH:47]=[CH:46][CH:45]=3)[CH2:28][C:29]([O:31][CH2:32][CH3:33])=[O:30])[N:9]=2)[CH:7]=1, predict the reactants needed to synthesize it. The reactants are: [Cl:1][C:2]1[CH:3]=[CH:4][C:5]([O:34][CH:35]([F:37])[F:36])=[C:6]([C:8]2[C:12]([NH:13][C:14]([C:16]3[CH:17]=[N:18][N:19]4[CH:24]=[CH:23][CH:22]=[N:21][C:20]=34)=[O:15])=[CH:11][N:10]([CH2:25][CH2:26][NH:27][CH2:28][C:29]([O:31][CH2:32][CH3:33])=[O:30])[N:9]=2)[CH:7]=1.CC(O)=O.[N:42]1[CH:47]=[CH:46][CH:45]=[C:44]([CH:48]=O)[CH:43]=1.[BH3-]C#N.[Na+].